Dataset: Catalyst prediction with 721,799 reactions and 888 catalyst types from USPTO. Task: Predict which catalyst facilitates the given reaction. (1) Reactant: Cl[C:2]1[N:13]=[C:12]2[N:14]3[C:8](=[N:9][C:10](Cl)=[N:11]2)[N:7]=[C:6](Cl)[N:5]=[C:4]3[N:3]=1.[NH2:17][C:18]1[CH:23]=[CH:22][C:21]([C:24]2[CH:29]=[CH:28][CH:27]=[CH:26][CH:25]=2)=[CH:20][CH:19]=1. Product: [C:21]1([C:24]2[CH:29]=[CH:28][CH:27]=[CH:26][CH:25]=2)[CH:20]=[CH:19][C:18]([NH:17][C:2]2[N:13]=[C:12]3[N:14]4[C:8](=[N:9][C:10]([NH:17][C:18]5[CH:19]=[CH:20][C:21]([C:24]6[CH:29]=[CH:28][CH:27]=[CH:26][CH:25]=6)=[CH:22][CH:23]=5)=[N:11]3)[N:7]=[C:6]([NH:17][C:18]3[CH:19]=[CH:20][C:21]([C:24]5[CH:29]=[CH:28][CH:27]=[CH:26][CH:25]=5)=[CH:22][CH:23]=3)[N:5]=[C:4]4[N:3]=2)=[CH:23][CH:22]=1. The catalyst class is: 11. (2) Reactant: [Br:1][C:2]1[CH:7]=[CH:6][CH:5]=[CH:4][C:3]=1F.[S:9]1[CH2:14][CH2:13][CH:12]([CH2:15][OH:16])[CH2:11][CH2:10]1.[H-].[Na+]. Product: [Br:1][C:2]1[CH:7]=[CH:6][CH:5]=[CH:4][C:3]=1[O:16][CH2:15][CH:12]1[CH2:13][CH2:14][S:9][CH2:10][CH2:11]1. The catalyst class is: 3. (3) Reactant: BrC[C:3]1[CH:13]=[C:12]([CH2:14]Br)[CH:11]=[CH:10][C:4]=1[C:5]([O:7][CH2:8]C)=[O:6].[O:16]1CCOCC1.S(=O)(=O)(O)O. Product: [OH:16][CH2:14][C:12]1[CH:11]=[C:10]2[C:4](=[CH:3][CH:13]=1)[C:5](=[O:6])[O:7][CH2:8]2. The catalyst class is: 2. (4) Reactant: [F:1][C:2]1[C:7]([C:8]([F:11])([F:10])[F:9])=[CH:6][CH:5]=[CH:4][C:3]=1[C:12]([C:38]1[CH:43]=[CH:42][CH:41]=[CH:40][CH:39]=1)([C:14]1[N:18](C(C2C=CC=CC=2)(C2C=CC=CC=2)C2C=CC=CC=2)[CH:17]=[N:16][CH:15]=1)O.C(O)(C(F)(F)F)=O.C([SiH](CC)CC)C. Product: [F:1][C:2]1[C:7]([C:8]([F:9])([F:10])[F:11])=[CH:6][CH:5]=[CH:4][C:3]=1[CH:12]([C:38]1[CH:43]=[CH:42][CH:41]=[CH:40][CH:39]=1)[C:14]1[NH:18][CH:17]=[N:16][CH:15]=1. The catalyst class is: 4. (5) Reactant: [OH:1][CH2:2][C:3]1[N:4]=[C:5]([C:24]2[CH:29]=[CH:28][C:27]([C:30]([F:33])([F:32])[F:31])=[CH:26][CH:25]=2)[S:6][C:7]=1[CH2:8][O:9][C:10]1[CH:15]=[CH:14][C:13]([C:16]2[NH:20][C:19](=[O:21])[O:18][N:17]=2)=[C:12]([O:22][CH3:23])[CH:11]=1.C(N(CC)CC)C.[CH3:41][S:42](Cl)(=[O:44])=[O:43]. Product: [CH3:23][O:22][C:12]1[CH:11]=[C:10]([CH:15]=[CH:14][C:13]=1[C:16]1[NH:20][C:19](=[O:21])[O:18][N:17]=1)[O:9][CH2:8][C:7]1[S:6][C:5]([C:24]2[CH:29]=[CH:28][C:27]([C:30]([F:31])([F:32])[F:33])=[CH:26][CH:25]=2)=[N:4][C:3]=1[CH2:2][O:1][S:42]([CH3:41])(=[O:44])=[O:43]. The catalyst class is: 9. (6) Reactant: N#N.[CH3:3][O:4][CH2:5][C:6]1[N:7]=[C:8]([CH2:11][N:12]2[N:16]=[C:15]([N+:17]([O-])=O)[CH:14]=[N:13]2)[O:9][CH:10]=1.[NH4+].[Cl-]. Product: [CH3:3][O:4][CH2:5][C:6]1[N:7]=[C:8]([CH2:11][N:12]2[N:16]=[C:15]([NH2:17])[CH:14]=[N:13]2)[O:9][CH:10]=1. The catalyst class is: 314.